Dataset: Peptide-MHC class II binding affinity with 134,281 pairs from IEDB. Task: Regression. Given a peptide amino acid sequence and an MHC pseudo amino acid sequence, predict their binding affinity value. This is MHC class II binding data. The peptide sequence is GLHFHEMNNGGDAMY. The binding affinity (normalized) is 0.351. The MHC is HLA-DQA10501-DQB10402 with pseudo-sequence HLA-DQA10501-DQB10402.